This data is from Reaction yield outcomes from USPTO patents with 853,638 reactions. The task is: Predict the reaction yield, written as a fraction of the theoretical maximum amount of product (1.0 means a 100% yield; for example, 0.34 means a 34% yield). The reactants are [H-].[Na+].[S:3]([N:13]1[C:17]2=[N:18][CH:19]=[C:20]([NH:22][C:23](=[O:29])[O:24][C:25]([CH3:28])([CH3:27])[CH3:26])[N:21]=[C:16]2[CH:15]=[CH:14]1)([C:6]1[CH:12]=[CH:11][C:9]([CH3:10])=[CH:8][CH:7]=1)(=[O:5])=[O:4].Br[CH2:31][C:32]([CH:34]1[CH2:38][CH:37]([N:39]([CH2:47][C:48]2[CH:53]=[CH:52][CH:51]=[CH:50][CH:49]=2)[CH2:40][C:41]2[CH:46]=[CH:45][CH:44]=[CH:43][CH:42]=2)[CH2:36][CH:35]1[CH3:54])=[O:33]. The catalyst is CN(C=O)C. The product is [CH2:47]([N:39]([CH2:40][C:41]1[CH:42]=[CH:43][CH:44]=[CH:45][CH:46]=1)[CH:37]1[CH2:38][CH:34]([C:32](=[O:33])[CH2:31][N:22]([C:20]2[N:21]=[C:16]3[CH:15]=[CH:14][N:13]([S:3]([C:6]4[CH:7]=[CH:8][C:9]([CH3:10])=[CH:11][CH:12]=4)(=[O:5])=[O:4])[C:17]3=[N:18][CH:19]=2)[C:23](=[O:29])[O:24][C:25]([CH3:26])([CH3:28])[CH3:27])[CH:35]([CH3:54])[CH2:36]1)[C:48]1[CH:49]=[CH:50][CH:51]=[CH:52][CH:53]=1. The yield is 0.970.